This data is from Catalyst prediction with 721,799 reactions and 888 catalyst types from USPTO. The task is: Predict which catalyst facilitates the given reaction. (1) Reactant: [CH2:1]([N:8]1[CH:13]([CH2:14][O:15][CH3:16])[CH2:12][O:11][C:10]([CH2:18][CH2:19][OH:20])([CH3:17])[C:9]1=O)[C:2]1[CH:7]=[CH:6][CH:5]=[CH:4][CH:3]=1.C(O)C. Product: [CH2:1]([N:8]1[CH:13]([CH2:14][O:15][CH3:16])[CH2:12][O:11][C:10]([CH2:18][CH2:19][OH:20])([CH3:17])[CH2:9]1)[C:2]1[CH:3]=[CH:4][CH:5]=[CH:6][CH:7]=1. The catalyst class is: 7. (2) Reactant: [OH:1][C:2]1[CH:7]=[CH:6][C:5]([CH2:8][NH:9][C:10](=[O:18])[C:11]2[CH:16]=[CH:15][CH:14]=[N:13][C:12]=2[NH2:17])=[CH:4][CH:3]=1.[Cl:19][C:20]1[CH:21]=[C:22]([CH:25]=[CH:26][CH:27]=1)[CH2:23]Cl.C(=O)([O-])[O-].[Cs+].[Cs+].CN(C=O)C. Product: [Cl:19][C:20]1[CH:21]=[C:22]([CH:25]=[CH:26][CH:27]=1)[CH2:23][O:1][C:2]1[CH:3]=[CH:4][C:5]([CH2:8][NH:9][C:10](=[O:18])[C:11]2[CH:16]=[CH:15][CH:14]=[N:13][C:12]=2[NH2:17])=[CH:6][CH:7]=1. The catalyst class is: 6.